From a dataset of Forward reaction prediction with 1.9M reactions from USPTO patents (1976-2016). Predict the product of the given reaction. Given the reactants [CH3:1][O:2][C:3](=[O:37])[C@@H:4]([NH:14][C:15]([C:17]1[C:18]([CH3:36])=[N:19][C:20]([NH:24][CH:25]2[CH2:34][CH2:33][C:32]3[C:27](=[C:28]([OH:35])[CH:29]=[CH:30][CH:31]=3)[CH2:26]2)=[N:21][C:22]=1[CH3:23])=[O:16])[CH2:5][NH:6]C(OC(C)(C)C)=O.[ClH:38], predict the reaction product. The product is: [ClH:38].[CH3:1][O:2][C:3](=[O:37])[C@@H:4]([NH:14][C:15]([C:17]1[C:18]([CH3:36])=[N:19][C:20]([NH:24][CH:25]2[CH2:34][CH2:33][C:32]3[C:27](=[C:28]([OH:35])[CH:29]=[CH:30][CH:31]=3)[CH2:26]2)=[N:21][C:22]=1[CH3:23])=[O:16])[CH2:5][NH2:6].